This data is from Catalyst prediction with 721,799 reactions and 888 catalyst types from USPTO. The task is: Predict which catalyst facilitates the given reaction. (1) Reactant: Br[C:2]1[CH:7]=[CH:6][C:5]([C@@H:8]([CH3:40])[CH2:9][O:10][C:11]([NH:13][C:14]2[CH:15]=[C:16]([F:39])[C:17]([O:33][C@H:34]3[CH2:38][CH2:37][O:36][CH2:35]3)=[C:18]([CH:32]=2)[CH2:19][N:20]([CH3:31])[C:21](=[O:30])[O:22][CH2:23][C:24]2[CH:29]=[CH:28][CH:27]=[CH:26][CH:25]=2)=[O:12])=[C:4]([CH3:41])[CH:3]=1.CC1(C)C[O:47][B:46](B2OCC(C)(C)CO2)[O:45]C1.CC([O-])=O.[K+]. Product: [CH2:23]([O:22][C:21]([N:20]([CH2:19][C:18]1[CH:32]=[C:14]([NH:13][C:11]([O:10][CH2:9][C@@H:8]([C:5]2[CH:6]=[CH:7][C:2]([B:46]([OH:47])[OH:45])=[CH:3][C:4]=2[CH3:41])[CH3:40])=[O:12])[CH:15]=[C:16]([F:39])[C:17]=1[O:33][C@H:34]1[CH2:38][CH2:37][O:36][CH2:35]1)[CH3:31])=[O:30])[C:24]1[CH:29]=[CH:28][CH:27]=[CH:26][CH:25]=1. The catalyst class is: 418. (2) Reactant: [F:1][C:2]1[CH:9]=[CH:8][C:5]([CH2:6][OH:7])=[CH:4][C:3]=1[I:10]. Product: [F:1][C:2]1[CH:9]=[CH:8][C:5]([CH:6]=[O:7])=[CH:4][C:3]=1[I:10]. The catalyst class is: 428. (3) Reactant: [CH2:1]([O:8][C:9]1[CH:10]=[C:11]([CH:16]=[CH:17][C:18]=1[O:19][CH3:20])[C:12]([O:14]C)=[O:13])[C:2]1[CH:7]=[CH:6][CH:5]=[CH:4][CH:3]=1.[OH-].[Na+].Cl. Product: [CH2:1]([O:8][C:9]1[CH:10]=[C:11]([CH:16]=[CH:17][C:18]=1[O:19][CH3:20])[C:12]([OH:14])=[O:13])[C:2]1[CH:3]=[CH:4][CH:5]=[CH:6][CH:7]=1. The catalyst class is: 47. (4) Reactant: [F:1][C:2]([F:7])([F:6])[C:3]([OH:5])=[O:4].NCC[CH2:11][CH2:12][O:13][C:14]1[CH:15]=[C:16]([CH:44]=[C:45]([O:47][CH2:48][CH2:49][CH3:50])[CH:46]=1)[O:17][C:18]1[C:19]([NH:30][S:31]([C:34]2[CH:35]=[C:36]([CH:41]=[CH:42][CH:43]=2)[C:37]([O:39][CH3:40])=[O:38])(=[O:33])=[O:32])=[CH:20][C:21]2[N:25]([CH3:26])[C:24](=[O:27])[N:23]([CH3:28])[C:22]=2[CH:29]=1.[CH2:51]([N:53]([CH2:56]C)[CH2:54][CH3:55])C.C(O)(=O)C.C=O.C(O[BH-](OC(=O)C)OC(=O)C)(=O)C.[Na+]. Product: [F:1][C:2]([F:7])([F:6])[C:3]([OH:5])=[O:4].[CH3:56][N:53]([CH3:51])[CH2:54][CH2:55][CH2:11][CH2:12][O:13][C:14]1[CH:15]=[C:16]([CH:44]=[C:45]([O:47][CH2:48][CH2:49][CH3:50])[CH:46]=1)[O:17][C:18]1[C:19]([NH:30][S:31]([C:34]2[CH:35]=[C:36]([CH:41]=[CH:42][CH:43]=2)[C:37]([O:39][CH3:40])=[O:38])(=[O:33])=[O:32])=[CH:20][C:21]2[N:25]([CH3:26])[C:24](=[O:27])[N:23]([CH3:28])[C:22]=2[CH:29]=1. The catalyst class is: 5.